Predict the reaction yield, written as a fraction of the theoretical maximum amount of product (1.0 means a 100% yield; for example, 0.34 means a 34% yield). From a dataset of Reaction yield outcomes from USPTO patents with 853,638 reactions. (1) The reactants are Cl[C:2]1[N:7]2[N:8]=[C:9]([C:14]3[CH:19]=[CH:18][C:17]([O:20][CH3:21])=[CH:16][CH:15]=3)[C:10]([C:11](=[O:13])[CH3:12])=[C:6]2[CH:5]=[CH:4][CH:3]=1.C(=O)([O-])[O-].[Cs+].[Cs+].[CH:28]1([NH2:33])[CH2:32][CH2:31][CH2:30][CH2:29]1.C(OCC)C. The catalyst is C1(C)C=CC=CC=1.C([O-])(=O)C.[Pd+2].C([O-])(=O)C.C1(P(C2C=CC=CC=2)C2C=CC3C(=CC=CC=3)C=2C2C3C(=CC=CC=3)C=CC=2P(C2C=CC=CC=2)C2C=CC=CC=2)C=CC=CC=1.O. The product is [CH:28]1([NH:33][C:2]2[N:7]3[N:8]=[C:9]([C:14]4[CH:19]=[CH:18][C:17]([O:20][CH3:21])=[CH:16][CH:15]=4)[C:10]([C:11](=[O:13])[CH3:12])=[C:6]3[CH:5]=[CH:4][CH:3]=2)[CH2:32][CH2:31][CH2:30][CH2:29]1. The yield is 0.970. (2) The yield is 1.00. The catalyst is CO. The product is [F:1][C:2]1[CH:3]=[C:4]([C@H:10]2[CH2:14][CH2:13][CH2:12][N:11]2[C:15]2[CH:20]=[CH:19][N:18]3[N:21]=[CH:22][C:23]([C:24]([OH:26])=[O:25])=[C:17]3[N:16]=2)[C:5]([O:8][CH3:9])=[N:6][CH:7]=1. The reactants are [F:1][C:2]1[CH:3]=[C:4]([C@H:10]2[CH2:14][CH2:13][CH2:12][N:11]2[C:15]2[CH:20]=[CH:19][N:18]3[N:21]=[CH:22][C:23]([C:24]([O:26]CC)=[O:25])=[C:17]3[N:16]=2)[C:5]([O:8][CH3:9])=[N:6][CH:7]=1.[Li+].[OH-]. (3) The reactants are [C:1]([C:5]1[C:13]2[C:8](=[CH:9][CH:10]=[C:11]([N+:14]([O-])=O)[CH:12]=2)[NH:7][CH:6]=1)([CH3:4])([CH3:3])[CH3:2]. The catalyst is CO.[Ni]. The product is [C:1]([C:5]1[C:13]2[C:8](=[CH:9][CH:10]=[C:11]([NH2:14])[CH:12]=2)[NH:7][CH:6]=1)([CH3:4])([CH3:2])[CH3:3]. The yield is 0.190. (4) The reactants are [H-].[Na+].[CH3:3][O:4][C:5]([C:7]1[CH:8]=[C:9]2[C:13](=[CH:14][CH:15]=1)[N:12]([C:16]([O:18][C:19]([CH3:22])([CH3:21])[CH3:20])=[O:17])[CH:11]=[C:10]2[CH2:23][C:24]#[N:25])=[O:6].Br[CH2:27][CH2:28][CH2:29]Br. The catalyst is C(OCC)C.CS(C)=O. The product is [CH3:3][O:4][C:5]([C:7]1[CH:8]=[C:9]2[C:13](=[CH:14][CH:15]=1)[N:12]([C:16]([O:18][C:19]([CH3:21])([CH3:20])[CH3:22])=[O:17])[CH:11]=[C:10]2[C:23]1([C:24]#[N:25])[CH2:29][CH2:28][CH2:27]1)=[O:6]. The yield is 0.270. (5) The reactants are [CH3:1][NH:2][C:3](=[O:23])[C:4]1[C:9]([C:10]2[CH:15]=[CH:14][CH:13]=[CH:12][C:11]=2[CH3:16])=[CH:8][C:7]([N:17]2[CH2:22][CH2:21][O:20][CH2:19][CH2:18]2)=[N:6][CH:5]=1.C[Si](C)(C)[N-][Si](C)(C)C.[K+].[F:34][C:35]([F:49])([F:48])[C:36]1[CH:37]=[C:38]([CH:41]=[C:42]([C:44]([F:47])([F:46])[F:45])[CH:43]=1)[CH2:39]Br. The catalyst is O1CCCC1. The product is [F:34][C:35]([F:49])([F:48])[C:36]1[CH:37]=[C:38]([CH:41]=[C:42]([C:44]([F:47])([F:46])[F:45])[CH:43]=1)[CH2:39][N:2]([CH3:1])[C:3](=[O:23])[C:4]1[C:9]([C:10]2[CH:15]=[CH:14][CH:13]=[CH:12][C:11]=2[CH3:16])=[CH:8][C:7]([N:17]2[CH2:22][CH2:21][O:20][CH2:19][CH2:18]2)=[N:6][CH:5]=1. The yield is 0.440.